From a dataset of Reaction yield outcomes from USPTO patents with 853,638 reactions. Predict the reaction yield, written as a fraction of the theoretical maximum amount of product (1.0 means a 100% yield; for example, 0.34 means a 34% yield). The reactants are [F:1][C:2]([F:13])([F:12])[C:3](=O)[CH2:4][C:5](=O)[C:6]([CH3:9])([CH3:8])[CH3:7].Cl.[N+:15]([C:18]1[CH:23]=[CH:22][C:21]([NH:24][NH2:25])=[CH:20][CH:19]=1)([O-:17])=[O:16]. No catalyst specified. The product is [C:6]([C:5]1[N:24]([C:21]2[CH:22]=[CH:23][C:18]([N+:15]([O-:17])=[O:16])=[CH:19][CH:20]=2)[N:25]=[C:3]([C:2]([F:13])([F:12])[F:1])[CH:4]=1)([CH3:9])([CH3:8])[CH3:7]. The yield is 0.947.